From a dataset of Full USPTO retrosynthesis dataset with 1.9M reactions from patents (1976-2016). Predict the reactants needed to synthesize the given product. (1) Given the product [NH2:2][CH2:1][C:3]1([C:9]([O:11][CH2:12][CH3:13])=[O:10])[CH2:8][CH2:7][CH2:6][CH2:5][CH2:4]1, predict the reactants needed to synthesize it. The reactants are: [C:1]([C:3]1([C:9]([O:11][CH2:12][CH3:13])=[O:10])[CH2:8][CH2:7][CH2:6][CH2:5][CH2:4]1)#[N:2]. (2) The reactants are: FC(F)(F)C(O)=O.C(OC([N:15]1[CH2:19][CH2:18][CH:17]([O:20][C:21]2[CH:22]=[C:23]([CH:49]=[CH:50][CH:51]=2)[C:24]([NH:26][C:27]2[CH:28]=[C:29]([CH:45]=[CH:46][C:47]=2[CH3:48])[C:30]([NH:32][C:33]2[CH:38]=[CH:37][CH:36]=[C:35]([N:39]3[CH2:44][CH2:43][O:42][CH2:41][CH2:40]3)[CH:34]=2)=[O:31])=[O:25])[CH2:16]1)=O)(C)(C)C. Given the product [CH3:48][C:47]1[CH:46]=[CH:45][C:29]([C:30]([NH:32][C:33]2[CH:38]=[CH:37][CH:36]=[C:35]([N:39]3[CH2:40][CH2:41][O:42][CH2:43][CH2:44]3)[CH:34]=2)=[O:31])=[CH:28][C:27]=1[NH:26][C:24](=[O:25])[C:23]1[CH:49]=[CH:50][CH:51]=[C:21]([O:20][CH:17]2[CH2:18][CH2:19][NH:15][CH2:16]2)[CH:22]=1, predict the reactants needed to synthesize it. (3) Given the product [CH3:1][O:2][C:3](=[O:14])[C:4]1[CH:12]=[C:11]([I:13])[CH:10]=[C:6]([C:7]([N:16]([CH3:15])[CH2:17][CH2:18][CH3:19])=[O:9])[CH:5]=1, predict the reactants needed to synthesize it. The reactants are: [CH3:1][O:2][C:3](=[O:14])[C:4]1[CH:12]=[C:11]([I:13])[CH:10]=[C:6]([C:7]([OH:9])=O)[CH:5]=1.[CH3:15][NH:16][CH2:17][CH2:18][CH3:19].Cl.CN(C)CCCN=C=NCC.O.ON1C2C=CC=CC=2N=N1. (4) Given the product [C:1]([C:5]1[CH:6]=[C:7](/[CH:8]=[C:21](/[S:18]([CH2:24][C:25]#[N:26])(=[O:20])=[O:19])\[C:22]#[N:23])[CH:10]=[C:11]([C:14]([CH3:17])([CH3:16])[CH3:15])[C:12]=1[OH:13])([CH3:4])([CH3:3])[CH3:2], predict the reactants needed to synthesize it. The reactants are: [C:1]([C:5]1[CH:6]=[C:7]([CH:10]=[C:11]([C:14]([CH3:17])([CH3:16])[CH3:15])[C:12]=1[OH:13])[CH:8]=O)([CH3:4])([CH3:3])[CH3:2].[S:18]([CH2:24][C:25]#[N:26])([CH2:21][C:22]#[N:23])(=[O:20])=[O:19]. (5) Given the product [Cl:11][C:4]1[CH:3]=[C:2]([C:15]2[CH:16]=[N:17][CH:18]=[C:13]([Cl:12])[CH:14]=2)[N:7]=[C:6]2[CH2:8][CH2:9][CH2:10][C:5]=12, predict the reactants needed to synthesize it. The reactants are: Cl[C:2]1[N:7]=[C:6]2[CH2:8][CH2:9][CH2:10][C:5]2=[C:4]([Cl:11])[CH:3]=1.[Cl:12][C:13]1[CH:14]=[C:15](B(O)O)[CH:16]=[N:17][CH:18]=1.C([O-])([O-])=O.[Cs+].[Cs+].C1(C)C=CC=CC=1.